From a dataset of Peptide-MHC class I binding affinity with 185,985 pairs from IEDB/IMGT. Regression. Given a peptide amino acid sequence and an MHC pseudo amino acid sequence, predict their binding affinity value. This is MHC class I binding data. The peptide sequence is REFEAQNVP. The MHC is HLA-B15:09 with pseudo-sequence HLA-B15:09. The binding affinity (normalized) is 0.0847.